From a dataset of Reaction yield outcomes from USPTO patents with 853,638 reactions. Predict the reaction yield, written as a fraction of the theoretical maximum amount of product (1.0 means a 100% yield; for example, 0.34 means a 34% yield). (1) The reactants are C[N:2](C([O:8]N1N=NC2C=CC=NC1=2)=[N+](C)C)C.F[P-](F)(F)(F)(F)F.Cl.[O:26]=[C:27]1[N:36]([C@H:37]([CH3:41])[C:38]([OH:40])=O)[CH:35]=[CH:34][C:33]2[N:32]=[CH:31][CH:30]=[CH:29][C:28]1=2.[F:42][C:43]1[C:44]([NH:55][NH2:56])=[N:45][CH:46]=[C:47]([C:49]2[O:53][N:52]=[C:51]([CH3:54])[CH:50]=2)[CH:48]=1.CCN(C(C)C)C(C)C. The catalyst is C(#N)C.CO. The product is [NH4+:2].[OH-:8].[F:42][C:43]1[C:44]([NH:55][NH:56][C:38](=[O:40])[C@H:37]([N:36]2[CH:35]=[CH:34][C:33]3[N:32]=[CH:31][CH:30]=[CH:29][C:28]=3[C:27]2=[O:26])[CH3:41])=[N:45][CH:46]=[C:47]([C:49]2[O:53][N:52]=[C:51]([CH3:54])[CH:50]=2)[CH:48]=1. The yield is 0.0100. (2) The reactants are [CH:1]1([S:6]([CH:8]([C:17]2[CH:22]=[CH:21][C:20]([Cl:23])=[C:19]([Cl:24])[CH:18]=2)[C:9]([NH:11][C:12]2[S:13][CH:14]=[CH:15][N:16]=2)=[O:10])=[O:7])[CH2:5][CH2:4][CH2:3][CH2:2]1.[Mn]([O-])(=O)(=O)=[O:26].[K+]. The catalyst is CO.O. The product is [CH:1]1([S:6]([CH:8]([C:17]2[CH:22]=[CH:21][C:20]([Cl:23])=[C:19]([Cl:24])[CH:18]=2)[C:9]([NH:11][C:12]2[S:13][CH:14]=[CH:15][N:16]=2)=[O:10])(=[O:26])=[O:7])[CH2:5][CH2:4][CH2:3][CH2:2]1. The yield is 0.480. (3) The reactants are C(O[C:4]([C:6]1[NH:7][C:8]2[C:13]([CH:14]=1)=[CH:12][C:11]([N+:15]([O-:17])=[O:16])=[CH:10][CH:9]=2)=[O:5])C.C1(C)C=CC=CC=1.CCOCC.[CH2:30]([NH:32][CH2:33][CH2:34][NH2:35])[CH3:31]. The catalyst is C(OCC)(=O)C. The product is [CH2:30]([NH:32][CH2:33][CH2:34][NH:35][C:4]([C:6]1[NH:7][C:8]2[C:13]([CH:14]=1)=[CH:12][C:11]([N+:15]([O-:17])=[O:16])=[CH:10][CH:9]=2)=[O:5])[CH3:31]. The yield is 0.820.